Dataset: Full USPTO retrosynthesis dataset with 1.9M reactions from patents (1976-2016). Task: Predict the reactants needed to synthesize the given product. Given the product [CH2:1]([O:8][C:9]([NH:11][C@H:12]1[CH2:17][CH2:16][C@H:15]([C:18]([OH:20])=[O:19])[CH2:14][CH2:13]1)=[O:10])[C:2]1[CH:3]=[CH:4][CH:5]=[CH:6][CH:7]=1, predict the reactants needed to synthesize it. The reactants are: [CH2:1]([O:8][C:9]([NH:11][C@H:12]1[CH2:17][CH2:16][C@H:15]([C:18]([O:20]C)=[O:19])[CH2:14][CH2:13]1)=[O:10])[C:2]1[CH:7]=[CH:6][CH:5]=[CH:4][CH:3]=1.[OH-].[Na+].Cl.